This data is from NCI-60 drug combinations with 297,098 pairs across 59 cell lines. The task is: Regression. Given two drug SMILES strings and cell line genomic features, predict the synergy score measuring deviation from expected non-interaction effect. (1) Drug 1: CC1C(C(CC(O1)OC2CC(CC3=C2C(=C4C(=C3O)C(=O)C5=C(C4=O)C(=CC=C5)OC)O)(C(=O)C)O)N)O.Cl. Drug 2: COC1=C2C(=CC3=C1OC=C3)C=CC(=O)O2. Cell line: BT-549. Synergy scores: CSS=6.42, Synergy_ZIP=-1.94, Synergy_Bliss=0.400, Synergy_Loewe=-25.6, Synergy_HSA=-1.07. (2) Drug 1: CC(CN1CC(=O)NC(=O)C1)N2CC(=O)NC(=O)C2. Drug 2: CC12CCC3C(C1CCC2O)C(CC4=C3C=CC(=C4)O)CCCCCCCCCS(=O)CCCC(C(F)(F)F)(F)F. Cell line: NCIH23. Synergy scores: CSS=8.24, Synergy_ZIP=-4.42, Synergy_Bliss=-1.40, Synergy_Loewe=-2.84, Synergy_HSA=-1.98. (3) Drug 1: C1=CC(=CC=C1CCC2=CNC3=C2C(=O)NC(=N3)N)C(=O)NC(CCC(=O)O)C(=O)O. Drug 2: CCC1(CC2CC(C3=C(CCN(C2)C1)C4=CC=CC=C4N3)(C5=C(C=C6C(=C5)C78CCN9C7C(C=CC9)(C(C(C8N6C=O)(C(=O)OC)O)OC(=O)C)CC)OC)C(=O)OC)O.OS(=O)(=O)O. Cell line: A549. Synergy scores: CSS=40.3, Synergy_ZIP=7.95, Synergy_Bliss=4.63, Synergy_Loewe=1.97, Synergy_HSA=3.33. (4) Drug 1: CCCS(=O)(=O)NC1=C(C(=C(C=C1)F)C(=O)C2=CNC3=C2C=C(C=N3)C4=CC=C(C=C4)Cl)F. Drug 2: CC(C1=C(C=CC(=C1Cl)F)Cl)OC2=C(N=CC(=C2)C3=CN(N=C3)C4CCNCC4)N. Cell line: SN12C. Synergy scores: CSS=3.13, Synergy_ZIP=-0.574, Synergy_Bliss=-1.12, Synergy_Loewe=-9.38, Synergy_HSA=-3.09. (5) Drug 1: CC1=CC2C(CCC3(C2CCC3(C(=O)C)OC(=O)C)C)C4(C1=CC(=O)CC4)C. Drug 2: CC12CCC3C(C1CCC2O)C(CC4=C3C=CC(=C4)O)CCCCCCCCCS(=O)CCCC(C(F)(F)F)(F)F. Cell line: UO-31. Synergy scores: CSS=0.880, Synergy_ZIP=-1.30, Synergy_Bliss=-1.87, Synergy_Loewe=-2.86, Synergy_HSA=-0.942.